From a dataset of Full USPTO retrosynthesis dataset with 1.9M reactions from patents (1976-2016). Predict the reactants needed to synthesize the given product. (1) Given the product [CH3:1][Si:2]([CH3:4])([CH3:3])[C:5]1[CH:6]=[C:11]([C:10]([O:9][CH2:7][CH3:8])=[O:14])[NH:12][N:13]=1, predict the reactants needed to synthesize it. The reactants are: [CH3:1][Si:2]([C:5]#[CH:6])([CH3:4])[CH3:3].[CH2:7]([O:9][C:10](=[O:14])[CH:11]=[N+:12]=[N-:13])[CH3:8]. (2) The reactants are: [C:1]([OH:8])(=[O:7])[CH2:2][CH2:3][CH2:4][CH:5]=[CH2:6].C(O)(C)(C)C.[CH2:14]1[CH2:19]CC(N=C=N[CH:14]2[CH2:19]CC[CH2:16][CH2:15]2)[CH2:16][CH2:15]1. Given the product [C:1]([O:8][CH2:19][CH2:14][CH2:15][CH3:16])(=[O:7])[CH2:2][CH2:3][CH2:4][CH:5]=[CH2:6], predict the reactants needed to synthesize it.